From a dataset of NCI-60 drug combinations with 297,098 pairs across 59 cell lines. Regression. Given two drug SMILES strings and cell line genomic features, predict the synergy score measuring deviation from expected non-interaction effect. (1) Drug 1: C1=NNC2=C1C(=O)NC=N2. Drug 2: C1CCC(C(C1)N)N.C(=O)(C(=O)[O-])[O-].[Pt+4]. Cell line: NCI-H460. Synergy scores: CSS=37.6, Synergy_ZIP=-1.30, Synergy_Bliss=-1.70, Synergy_Loewe=-9.04, Synergy_HSA=-1.76. (2) Drug 1: COC1=C(C=C2C(=C1)N=CN=C2NC3=CC(=C(C=C3)F)Cl)OCCCN4CCOCC4. Drug 2: CCC1(C2=C(COC1=O)C(=O)N3CC4=CC5=C(C=CC(=C5CN(C)C)O)N=C4C3=C2)O.Cl. Cell line: BT-549. Synergy scores: CSS=34.8, Synergy_ZIP=-5.43, Synergy_Bliss=2.12, Synergy_Loewe=2.20, Synergy_HSA=4.92. (3) Drug 1: C1=CC(=CC=C1CC(C(=O)O)N)N(CCCl)CCCl.Cl. Drug 2: C1=CN(C=N1)CC(O)(P(=O)(O)O)P(=O)(O)O. Cell line: PC-3. Synergy scores: CSS=20.3, Synergy_ZIP=8.17, Synergy_Bliss=11.2, Synergy_Loewe=10.4, Synergy_HSA=11.1. (4) Drug 1: C1=C(C(=O)NC(=O)N1)F. Drug 2: CN(C)C1=NC(=NC(=N1)N(C)C)N(C)C. Cell line: SW-620. Synergy scores: CSS=40.9, Synergy_ZIP=2.94, Synergy_Bliss=0.742, Synergy_Loewe=-15.9, Synergy_HSA=-1.43.